This data is from Full USPTO retrosynthesis dataset with 1.9M reactions from patents (1976-2016). The task is: Predict the reactants needed to synthesize the given product. Given the product [CH3:8][C:5]1[CH:6]=[CH:7][C:2]([C:21]([O:20][CH2:19][CH2:18][CH2:14][CH3:15])=[O:26])=[CH:3][CH:4]=1, predict the reactants needed to synthesize it. The reactants are: I[C:2]1[CH:7]=[CH:6][C:5]([CH3:8])=[CH:4][CH:3]=1.C(N([CH2:14][CH3:15])CC)C.CO[CH2:18][CH2:19][O:20][CH3:21].C([OH:26])CCC.